Dataset: Forward reaction prediction with 1.9M reactions from USPTO patents (1976-2016). Task: Predict the product of the given reaction. (1) Given the reactants Cl[C:2]1[C:11]2=[N:12][N:13](CC3C=CC(OC)=CC=3)[CH:14]=[C:10]2[C:9]2[CH:8]=[C:7]([O:24][CH3:25])[CH:6]=[CH:5][C:4]=2[N:3]=1.[NH:26]1[C:30]2[CH:31]=[CH:32][C:33]([NH2:35])=[CH:34][C:29]=2[N:28]=[N:27]1.Cl, predict the reaction product. The product is: [NH:26]1[C:30]2[CH:31]=[CH:32][C:33]([NH:35][C:2]3[C:11]4=[N:12][NH:13][CH:14]=[C:10]4[C:9]4[CH:8]=[C:7]([O:24][CH3:25])[CH:6]=[CH:5][C:4]=4[N:3]=3)=[CH:34][C:29]=2[N:28]=[N:27]1. (2) Given the reactants [NH2:1][C:2]1[CH:3]=[C:4]2[C:9](=[CH:10][CH:11]=1)[C:8]([N:12]([C:20]([O:22][C:23]([CH3:26])([CH3:25])[CH3:24])=[O:21])[C:13]([O:15][C:16]([CH3:19])([CH3:18])[CH3:17])=[O:14])=[N:7][CH:6]=[CH:5]2.[F:27][C:28]([C:32]1[C:37]([CH3:38])=[CH:36][C:35](B(O)O)=[CH:34][C:33]=1[CH3:42])([F:31])[CH2:29][OH:30].O.[C:44]([OH:48])(=O)[CH:45]=O.Cl.[Br:50][C:51]1[CH:57]=[CH:56][C:54]([NH2:55])=[CH:53][C:52]=1[CH2:58][NH:59][CH3:60].CCN(C(C)C)C(C)C.CN(C(ON1N=NC2C=CC=NC1=2)=[N+](C)C)C.F[P-](F)(F)(F)(F)F, predict the reaction product. The product is: [NH2:55][C:54]1[CH:56]=[CH:57][C:51]([Br:50])=[C:52]([CH2:58][N:59]([CH3:60])[C:44]([CH:45]([NH:1][C:2]2[CH:3]=[C:4]3[C:9](=[CH:10][CH:11]=2)[C:8]([N:12]([C:13]([O:15][C:16]([CH3:17])([CH3:18])[CH3:19])=[O:14])[C:20](=[O:21])[O:22][C:23]([CH3:26])([CH3:25])[CH3:24])=[N:7][CH:6]=[CH:5]3)[C:35]2[CH:36]=[C:37]([CH3:38])[C:32]([C:28]([F:31])([F:27])[CH2:29][OH:30])=[C:33]([CH3:42])[CH:34]=2)=[O:48])[CH:53]=1. (3) Given the reactants [C:1]([O:5][C:6]([NH:8][C@:9]1([C:15]([O:17][C:18]([CH3:21])([CH3:20])[CH3:19])=[O:16])[CH:13]=[CH:12][C@H:11]([OH:14])[CH2:10]1)=[O:7])([CH3:4])([CH3:3])[CH3:2].[O-]Cl.[Na+].C([O-])(O)=O.[Na+], predict the reaction product. The product is: [C:1]([O:5][C:6]([NH:8][C@:9]1([C:15]([O:17][C:18]([CH3:21])([CH3:20])[CH3:19])=[O:16])[CH:13]=[CH:12][C:11](=[O:14])[CH2:10]1)=[O:7])([CH3:4])([CH3:3])[CH3:2]. (4) The product is: [Cl:21][C:3]1[C:4]2[C:9](=[CH:8][CH:7]=[C:6]([C:10]([O:12][CH3:13])=[O:11])[CH:5]=2)[NH:1][CH:2]=1. Given the reactants [NH:1]1[C:9]2[C:4](=[CH:5][C:6]([C:10]([O:12][CH3:13])=[O:11])=[CH:7][CH:8]=2)[CH:3]=[CH:2]1.C1C(=O)N([Cl:21])C(=O)C1, predict the reaction product. (5) Given the reactants [CH3:1][O:2][C:3](=[O:28])[CH2:4][C:5]1[CH:10]=[CH:9][CH:8]=[C:7]([O:11][CH2:12][CH2:13][CH2:14][NH:15][CH2:16][C:17]2[CH:22]=[CH:21][CH:20]=[C:19]([C:23]([F:26])([F:25])[F:24])[C:18]=2[Cl:27])[CH:6]=1.[S:29]1[CH:33]=[CH:32][C:31]([CH:34]([CH3:37])[CH:35]=O)=[CH:30]1.C(O[BH-](OC(=O)C)OC(=O)C)(=O)C.[Na+].O, predict the reaction product. The product is: [CH3:1][O:2][C:3](=[O:28])[CH2:4][C:5]1[CH:10]=[CH:9][CH:8]=[C:7]([O:11][CH2:12][CH2:13][CH2:14][N:15]([CH2:16][C:17]2[CH:22]=[CH:21][CH:20]=[C:19]([C:23]([F:25])([F:24])[F:26])[C:18]=2[Cl:27])[CH2:35][CH:34]([C:31]2[CH:32]=[CH:33][S:29][CH:30]=2)[CH3:37])[CH:6]=1.